Dataset: Full USPTO retrosynthesis dataset with 1.9M reactions from patents (1976-2016). Task: Predict the reactants needed to synthesize the given product. Given the product [CH3:19][CH:20]([CH3:21])[CH2:18][CH2:2][CH2:3][O:4][C:5]1[CH:13]=[CH:12][CH:11]=[C:10]2[C:6]=1[CH:7]=[C:8]([C:14]([OH:16])=[O:15])[NH:9]2, predict the reactants needed to synthesize it. The reactants are: C[C:2]([CH3:18])(C)[CH2:3][O:4][C:5]1[CH:13]=[CH:12][CH:11]=[C:10]2[C:6]=1[CH:7]=[C:8]([C:14]([OH:16])=[O:15])[NH:9]2.[CH3:19][CH:20](C)[CH2:21]CCO.